Dataset: Forward reaction prediction with 1.9M reactions from USPTO patents (1976-2016). Task: Predict the product of the given reaction. (1) Given the reactants [SH:1][C:2]1[NH:3][C:4]2[CH:10]=[C:9]([C:11]([OH:13])=O)[CH:8]=[CH:7][C:5]=2[N:6]=1.O[N:15]=[C:16]([NH2:23])[C:17]1[CH:22]=[CH:21][CH:20]=[N:19][CH:18]=1.N, predict the reaction product. The product is: [N:19]1[CH:20]=[CH:21][CH:22]=[C:17]([C:16]2[N:23]=[C:11]([C:9]3[CH:8]=[CH:7][C:5]4[NH:6][C:2](=[S:1])[NH:3][C:4]=4[CH:10]=3)[O:13][N:15]=2)[CH:18]=1. (2) Given the reactants CC1(C)C(C)(C)OB([C:9]2[CH:10]=[C:11]([C:24]3[N:29]=[C:28]([C:30]4[CH:35]=[CH:34][C:33]([C:36]([CH3:39])([CH3:38])[CH3:37])=[CH:32][CH:31]=4)[N:27]=[C:26](C4C=CC(C(C)(C)C)=CC=4)[N:25]=3)[CH:12]=[C:13](B3OC(C)(C)C(C)(C)O3)[CH:14]=2)O1.Cl[C:52]1[CH:65]=[CH:64][C:63]2[C:54](=[C:55]3[C:60](=[CH:61][CH:62]=2)[CH:59]=[CH:58][CH:57]=[N:56]3)[N:53]=1.[Cl-].[Li+].C(=O)([O-])[O-].[Na+].[Na+], predict the reaction product. The product is: [N:53]1[C:54]2[C:63](=[CH:62][CH:61]=[C:60]3[C:55]=2[N:56]=[CH:57][CH:58]=[CH:59]3)[CH:64]=[CH:65][C:52]=1[C:9]1[CH:14]=[C:13]([C:26]2[N:27]=[C:28]([C:30]3[CH:35]=[CH:34][C:33]([C:36]([CH3:37])([CH3:38])[CH3:39])=[CH:32][CH:31]=3)[N:29]=[C:24]([C:11]3[CH:10]=[CH:9][C:14]([C:30]([CH3:35])([CH3:31])[CH3:28])=[CH:13][CH:12]=3)[N:25]=2)[CH:12]=[C:11]([C:57]2[CH:58]=[CH:59][C:60]3[C:55](=[C:54]4[C:63](=[CH:62][CH:61]=3)[CH:64]=[CH:65][CH:52]=[N:53]4)[N:56]=2)[CH:10]=1. (3) The product is: [OH:2][C:3]1[CH:8]=[CH:7][C:6]([CH2:9][C:10]([OH:12])=[O:11])=[C:5]([C:13]([F:14])([F:15])[F:16])[CH:4]=1. Given the reactants C[O:2][C:3]1[CH:8]=[CH:7][C:6]([CH2:9][C:10]([OH:12])=[O:11])=[C:5]([C:13]([F:16])([F:15])[F:14])[CH:4]=1.Br, predict the reaction product. (4) The product is: [Br:1][C:2]1[CH:9]=[CH:8][C:5]([CH2:6][N:18]2[CH2:19][CH2:20][O:21][C@@H:16]([C:10]3[CH:15]=[CH:14][CH:13]=[CH:12][CH:11]=3)[CH2:17]2)=[CH:4][CH:3]=1. Given the reactants [Br:1][C:2]1[CH:9]=[CH:8][C:5]([CH2:6]Br)=[CH:4][CH:3]=1.[C:10]1([C@@H:16]2[O:21][CH2:20][CH2:19][NH:18][CH2:17]2)[CH:15]=[CH:14][CH:13]=[CH:12][CH:11]=1.C(=O)([O-])[O-].[K+].[K+], predict the reaction product. (5) Given the reactants Cl[C:2](Cl)([O:4]C(=O)OC(Cl)(Cl)Cl)Cl.[NH2:13][C:14]1[CH:23]=[CH:22][CH:21]=[CH:20][C:15]=1[C:16]([O:18][CH3:19])=[O:17].C(N(CC)CC)C.[NH2:31][CH2:32][CH:33]1[O:39][CH2:38][CH2:37][N:36]([C:40]([O:42][C:43]([CH3:46])([CH3:45])[CH3:44])=[O:41])[CH2:35][CH:34]1[C:47]1[CH:52]=[CH:51][C:50]([Cl:53])=[C:49]([Cl:54])[CH:48]=1, predict the reaction product. The product is: [Cl:54][C:49]1[CH:48]=[C:47]([CH:34]2[CH:33]([CH2:32][NH:31][C:2](=[O:4])[NH:13][C:14]3[CH:23]=[CH:22][CH:21]=[CH:20][C:15]=3[C:16]([O:18][CH3:19])=[O:17])[O:39][CH2:38][CH2:37][N:36]([C:40]([O:42][C:43]([CH3:46])([CH3:45])[CH3:44])=[O:41])[CH2:35]2)[CH:52]=[CH:51][C:50]=1[Cl:53].